From a dataset of Forward reaction prediction with 1.9M reactions from USPTO patents (1976-2016). Predict the product of the given reaction. Given the reactants C([O:8][C:9]1[CH:14]=[CH:13][C:12]([C:15]2[O:16][CH:17]=[C:18]([CH2:20][N:21]3[CH2:26][CH2:25][CH2:24][CH2:23][CH2:22]3)[N:19]=2)=[CH:11][C:10]=1[F:27])C1C=CC=CC=1, predict the reaction product. The product is: [F:27][C:10]1[CH:11]=[C:12]([C:15]2[O:16][CH:17]=[C:18]([CH2:20][N:21]3[CH2:22][CH2:23][CH2:24][CH2:25][CH2:26]3)[N:19]=2)[CH:13]=[CH:14][C:9]=1[OH:8].